Dataset: Full USPTO retrosynthesis dataset with 1.9M reactions from patents (1976-2016). Task: Predict the reactants needed to synthesize the given product. Given the product [Cl:15][C:16]1[CH:28]=[CH:27][C:19]([CH2:20][CH:21]2[CH2:22][CH2:23][N:24]([S:9]([C:8]3[C:4]([CH:1]4[CH2:3][CH2:2]4)=[N:5][NH:6][C:7]=3[CH3:13])(=[O:11])=[O:10])[CH2:25][CH2:26]2)=[CH:18][C:17]=1[F:29], predict the reactants needed to synthesize it. The reactants are: [CH:1]1([C:4]2[C:8]([S:9](Cl)(=[O:11])=[O:10])=[C:7]([CH3:13])[NH:6][N:5]=2)[CH2:3][CH2:2]1.Cl.[Cl:15][C:16]1[CH:28]=[CH:27][C:19]([CH2:20][CH:21]2[CH2:26][CH2:25][NH:24][CH2:23][CH2:22]2)=[CH:18][C:17]=1[F:29].